Dataset: Forward reaction prediction with 1.9M reactions from USPTO patents (1976-2016). Task: Predict the product of the given reaction. Given the reactants Br[C:2]1[S:3][CH:4]=[CH:5][N:6]=1.[NH:7]1[CH2:12][CH2:11][O:10][CH2:9][CH2:8]1, predict the reaction product. The product is: [S:3]1[CH:4]=[CH:5][N:6]=[C:2]1[N:7]1[CH2:12][CH2:11][O:10][CH2:9][CH2:8]1.